Dataset: Full USPTO retrosynthesis dataset with 1.9M reactions from patents (1976-2016). Task: Predict the reactants needed to synthesize the given product. (1) Given the product [CH3:1][C:2]1([CH3:10])[O:6][C@H:5]([CH:7]=[N:17][OH:18])[CH2:4][O:3]1, predict the reactants needed to synthesize it. The reactants are: [CH3:1][C:2]1([CH3:10])[O:6][C@H:5]([C:7](=O)C)[CH2:4][O:3]1.C1COCC1.Cl.[NH2:17][OH:18].C([O-])([O-])=O.[Na+].[Na+]. (2) Given the product [F:22][C:16]1[C:17]([F:21])=[CH:18][CH:19]=[CH:20][C:15]=1[CH2:14][C:13]([C:11]1[C:12]2[CH:3]=[CH:4][N:5]([CH3:24])[C:6](=[O:7])[C:8]=2[NH:9][CH:10]=1)=[O:23], predict the reactants needed to synthesize it. The reactants are: CO[CH:3](OC)[CH2:4][N:5]([CH3:24])[C:6]([C:8]1[NH:9][CH:10]=[C:11]([C:13](=[O:23])[CH2:14][C:15]2[CH:20]=[CH:19][CH:18]=[C:17]([F:21])[C:16]=2[F:22])[CH:12]=1)=[O:7].O=P(Cl)(Cl)Cl.C(Cl)Cl.CO. (3) Given the product [CH3:15][O:14][C:9](=[O:13])[CH:10]=[C:11]([C:5]1[CH:6]=[CH:7][C:2]([NH2:1])=[N:3][CH:4]=1)[CH3:12], predict the reactants needed to synthesize it. The reactants are: [NH2:1][C:2]1[CH:7]=[CH:6][C:5](Br)=[CH:4][N:3]=1.[C:9]([O:14][CH3:15])(=[O:13])/[CH:10]=[CH:11]/[CH3:12].C(N(CC)CC)C.C1(C)C=CC=CC=1P(C1C=CC=CC=1C)C1C=CC=CC=1C. (4) Given the product [CH3:20][C@H:21]1[CH2:22][N:23]([S:28]([CH3:31])(=[O:30])=[O:29])[CH2:24][C@@H:25]([CH3:27])[N:26]1[CH2:2][C:3]1[N:7]([C:8]2[CH:15]=[CH:14][C:11]([C:12]#[N:13])=[C:10]([C:16]([F:19])([F:18])[F:17])[CH:9]=2)[N:6]=[N:5][N:4]=1, predict the reactants needed to synthesize it. The reactants are: Cl[CH2:2][C:3]1[N:7]([C:8]2[CH:15]=[CH:14][C:11]([C:12]#[N:13])=[C:10]([C:16]([F:19])([F:18])[F:17])[CH:9]=2)[N:6]=[N:5][N:4]=1.[CH3:20][CH:21]1[NH:26][CH:25]([CH3:27])[CH2:24][N:23]([S:28]([CH3:31])(=[O:30])=[O:29])[CH2:22]1.C(N(CC)CC)C. (5) The reactants are: [Cl:1][C:2]1[CH:3]=[C:4]([CH:16]=[CH:17][C:18]=1[Cl:19])[C:5]([NH:7][C:8]1[CH:13]=[CH:12][C:11]([F:14])=[C:10]([NH2:15])[CH:9]=1)=[O:6].[F:20][C:21]([F:32])([F:31])[C:22]1[CH:23]=[C:24]([N:28]=[C:29]=[S:30])[CH:25]=[CH:26][CH:27]=1. Given the product [Cl:1][C:2]1[CH:3]=[C:4]([CH:16]=[CH:17][C:18]=1[Cl:19])[C:5]([NH:7][C:8]1[CH:13]=[CH:12][C:11]([F:14])=[C:10]([NH:15][C:29]([NH:28][C:24]2[CH:25]=[CH:26][CH:27]=[C:22]([C:21]([F:20])([F:31])[F:32])[CH:23]=2)=[S:30])[CH:9]=1)=[O:6], predict the reactants needed to synthesize it. (6) Given the product [NH2:1][C:4]1[CH:9]=[CH:8][CH:7]=[CH:6][C:5]=1[NH:10][CH2:11][CH2:12][NH:13][CH2:14][C:15]1[CH:16]=[C:17]([C:21]([N:23]2[CH2:24][CH2:25][CH2:26][CH2:27][CH2:28]2)=[O:22])[CH:18]=[CH:19][CH:20]=1, predict the reactants needed to synthesize it. The reactants are: [N+:1]([C:4]1[CH:9]=[CH:8][CH:7]=[CH:6][C:5]=1[NH:10][CH2:11][CH2:12][NH:13][CH2:14][C:15]1[CH:16]=[C:17]([C:21]([N:23]2[CH2:28][CH2:27][CH2:26][CH2:25][CH2:24]2)=[O:22])[CH:18]=[CH:19][CH:20]=1)([O-])=O.C1CCC=CC=1.